From a dataset of Forward reaction prediction with 1.9M reactions from USPTO patents (1976-2016). Predict the product of the given reaction. Given the reactants Cl[C:2]1[CH:18]=[CH:17][C:5]([C:6]([NH:8][C:9]2[CH:14]=[CH:13][C:12]([O:15][CH3:16])=[CH:11][CH:10]=2)=[O:7])=[CH:4][N:3]=1.[CH:19]1([NH:22][C:23](=[O:40])[C:24]2[CH:29]=[CH:28][C:27]([CH3:30])=[C:26](B3OC(C)(C)C(C)(C)O3)[CH:25]=2)[CH2:21][CH2:20]1, predict the reaction product. The product is: [CH:19]1([NH:22][C:23]([C:24]2[CH:29]=[CH:28][C:27]([CH3:30])=[C:26]([C:2]3[CH:18]=[CH:17][C:5]([C:6]([NH:8][C:9]4[CH:14]=[CH:13][C:12]([O:15][CH3:16])=[CH:11][CH:10]=4)=[O:7])=[CH:4][N:3]=3)[CH:25]=2)=[O:40])[CH2:20][CH2:21]1.